From a dataset of Forward reaction prediction with 1.9M reactions from USPTO patents (1976-2016). Predict the product of the given reaction. (1) The product is: [F:12][C:9]1[CH:10]=[N:11][C:6]([O:5][CH:3]2[CH2:2][N:1]([C:21]3[N:29]=[CH:28][C:27]([C:30]([F:33])([F:31])[F:32])=[CH:26][C:22]=3[C:23]([OH:25])=[O:24])[CH2:4]2)=[N:7][CH:8]=1. Given the reactants [NH:1]1[CH2:4][CH:3]([O:5][C:6]2[N:11]=[CH:10][C:9]([F:12])=[CH:8][N:7]=2)[CH2:2]1.C(N(CC)CC)C.Cl[C:21]1[N:29]=[CH:28][C:27]([C:30]([F:33])([F:32])[F:31])=[CH:26][C:22]=1[C:23]([OH:25])=[O:24], predict the reaction product. (2) Given the reactants [Cl:1][C:2]1[CH:7]=[C:6]([N:8]2[C:12]3=[N:13][CH:14]=[N:15][C:16]([NH2:17])=[C:11]3[C:10](I)=[N:9]2)[CH:5]=[CH:4][N:3]=1.[CH3:19][O:20][C:21]1[CH:26]=[C:25](B2OC(C)(C)C(C)(C)O2)[CH:24]=[CH:23][C:22]=1[NH:36][C:37]([C:39]1[N:40]([CH3:48])[C:41]2[C:46]([CH:47]=1)=[CH:45][CH:44]=[CH:43][CH:42]=2)=[O:38].C(=O)([O-])[O-].[Na+].[Na+], predict the reaction product. The product is: [NH2:17][C:16]1[N:15]=[CH:14][N:13]=[C:12]2[N:8]([C:6]3[CH:5]=[CH:4][N:3]=[C:2]([Cl:1])[CH:7]=3)[N:9]=[C:10]([C:25]3[CH:24]=[CH:23][C:22]([NH:36][C:37]([C:39]4[N:40]([CH3:48])[C:41]5[C:46]([CH:47]=4)=[CH:45][CH:44]=[CH:43][CH:42]=5)=[O:38])=[C:21]([O:20][CH3:19])[CH:26]=3)[C:11]=12.